This data is from Forward reaction prediction with 1.9M reactions from USPTO patents (1976-2016). The task is: Predict the product of the given reaction. (1) Given the reactants [OH:1][CH2:2][CH2:3][NH:4][S:5]([C:8]1[CH:13]=[CH:12][C:11](B(O)O)=[CH:10][CH:9]=1)(=[O:7])=[O:6].Br[C:18]1[N:23]=[CH:22][C:21]([O:24][CH2:25][CH:26]2[CH2:31][CH2:30][N:29]([C:32]([O:34][CH:35]([CH3:37])[CH3:36])=[O:33])[CH2:28][CH2:27]2)=[CH:20][CH:19]=1.C([O-])([O-])=O.[Na+].[Na+], predict the reaction product. The product is: [OH:1][CH2:2][CH2:3][NH:4][S:5]([C:8]1[CH:13]=[CH:12][C:11]([C:18]2[N:23]=[CH:22][C:21]([O:24][CH2:25][CH:26]3[CH2:27][CH2:28][N:29]([C:32]([O:34][CH:35]([CH3:37])[CH3:36])=[O:33])[CH2:30][CH2:31]3)=[CH:20][CH:19]=2)=[CH:10][CH:9]=1)(=[O:7])=[O:6]. (2) The product is: [CH2:1]([N:8]1[C:12](=[O:13])[C:11](=[C:14]2[N:22]([CH3:23])[C:21]3[CH2:20][CH2:19][N:18]([C:40](=[O:41])[CH2:39][N:37]([CH3:38])[CH3:36])[CH2:17][C:16]=3[S:15]2)[S:10][C:9]1=[N:24][C:25]1[CH:26]=[C:27]([CH:30]=[CH:31][C:32]=1[NH:33][CH2:34][CH3:35])[C:28]#[N:29])[C:2]1[CH:7]=[CH:6][CH:5]=[CH:4][CH:3]=1. Given the reactants [CH2:1]([N:8]1[C:12](=[O:13])[C:11](=[C:14]2[N:22]([CH3:23])[C:21]3[CH2:20][CH2:19][NH:18][CH2:17][C:16]=3[S:15]2)[S:10][C:9]1=[N:24][C:25]1[CH:26]=[C:27]([CH:30]=[CH:31][C:32]=1[NH:33][CH2:34][CH3:35])[C:28]#[N:29])[C:2]1[CH:7]=[CH:6][CH:5]=[CH:4][CH:3]=1.[CH3:36][N:37]([CH2:39][C:40](Cl)=[O:41])[CH3:38], predict the reaction product. (3) Given the reactants [C:1]([N:8]1[CH2:13][CH2:12][CH:11]([C:14]([OH:16])=O)[CH2:10][CH2:9]1)([O:3][C:4]([CH3:7])([CH3:6])[CH3:5])=[O:2].O=C(C1C=CC=CN=1)[CH2:19][C:20]([O:22][CH2:23][CH3:24])=[O:21], predict the reaction product. The product is: [C:1]([N:8]1[CH2:9][CH2:10][CH:11]([C:14](=[O:16])[CH2:19][C:20]([O:22][CH2:23][CH3:24])=[O:21])[CH2:12][CH2:13]1)([O:3][C:4]([CH3:5])([CH3:6])[CH3:7])=[O:2]. (4) Given the reactants [CH3:1][C:2]1[CH:7]=[CH:6][C:5]([C:8]2[CH:13]=[C:12]([S:14]([CH3:17])(=[O:16])=[O:15])[CH:11]=[C:10]([C:18](O)=[O:19])[CH:9]=2)=[CH:4][CH:3]=1.[Si]([O:28][CH2:29][C@H:30]([C:32]1[CH:33]=[N:34][C:35]([CH3:38])=[CH:36][CH:37]=1)[NH2:31])(C(C)(C)C)(C)C.F[P-](F)(F)(F)(F)F.C[N+](C)=C(N(C)C)ON1C2N=CC=CC=2N=N1.C(N(CC)C(C)C)(C)C.Cl, predict the reaction product. The product is: [OH:28][CH2:29][C@@H:30]([NH:31][C:18]([C:10]1[CH:9]=[C:8]([C:5]2[CH:4]=[CH:3][C:2]([CH3:1])=[CH:7][CH:6]=2)[CH:13]=[C:12]([S:14]([CH3:17])(=[O:16])=[O:15])[CH:11]=1)=[O:19])[C:32]1[CH:33]=[N:34][C:35]([CH3:38])=[CH:36][CH:37]=1. (5) Given the reactants C([O:3][C:4](=O)[CH2:5][N:6]1[C:12](=[O:13])[CH2:11][CH2:10][N:9]([C:14](=[O:24])/[CH:15]=[CH:16]/[C:17]2[CH:22]=[CH:21][CH:20]=[C:19]([Cl:23])[CH:18]=2)[CH2:8][CH2:7]1)C.[BH4-].[Na+].OS([O-])(=O)=O.[K+], predict the reaction product. The product is: [Cl:23][C:19]1[CH:18]=[C:17](/[CH:16]=[CH:15]/[C:14]([N:9]2[CH2:10][CH2:11][C:12](=[O:13])[N:6]([CH2:5][CH2:4][OH:3])[CH2:7][CH2:8]2)=[O:24])[CH:22]=[CH:21][CH:20]=1.